Dataset: Catalyst prediction with 721,799 reactions and 888 catalyst types from USPTO. Task: Predict which catalyst facilitates the given reaction. (1) Reactant: [OH:1][C:2]1[C:3]([C:12](Cl)=[O:13])=[CH:4][CH:5]=[C:6]2[C:11]=1[N:10]=[CH:9][CH:8]=[CH:7]2.[CH2:15]1[CH:24]2[CH:19]([CH2:20][CH2:21][CH2:22][CH2:23]2)[CH2:18][CH2:17][NH:16]1.CCN(C(C)C)C(C)C. Product: [OH:1][C:2]1[C:3]([C:12]([N:16]2[CH2:17][CH2:18][CH:19]3[CH:24]([CH2:23][CH2:22][CH2:21][CH2:20]3)[CH2:15]2)=[O:13])=[CH:4][CH:5]=[C:6]2[C:11]=1[N:10]=[CH:9][CH:8]=[CH:7]2. The catalyst class is: 1. (2) The catalyst class is: 3. Product: [ClH:54].[CH:30]1([CH2:29][NH:28][C:13]([C@H:10]2[CH2:11][CH2:12][NH:8][CH2:9]2)=[O:15])[CH2:26][CH2:31]1. Reactant: C(OC([N:8]1[CH2:12][CH2:11][C@H:10]([C:13]([OH:15])=O)[CH2:9]1)=O)(C)(C)C.F[P-](F)(F)(F)(F)F.N1(OC(N(C)C)=[N+](C)C)C2[N:28]=[CH:29][CH:30]=[CH:31][C:26]=2N=N1.NCC1CC1.C(N(CC)C(C)C)(C)C.[ClH:54]. (3) Product: [O:1]1[C:5]2[CH:6]=[CH:7][CH:8]=[CH:9][C:4]=2[CH:3]=[C:2]1[C:10]([NH:12][C@@H:13]([CH2:25][CH2:26][CH2:27][NH:28][C:29]([O:31][CH2:32][C:33]1[CH:34]=[CH:35][CH:36]=[CH:37][CH:38]=1)=[O:30])[C:14]([NH:16][CH2:17][CH2:18][CH2:19][CH2:20][CH2:21][C:22]([O-:24])=[O:23])=[O:15])=[O:11].[Na+:40]. Reactant: [O:1]1[C:5]2[CH:6]=[CH:7][CH:8]=[CH:9][C:4]=2[CH:3]=[C:2]1[C:10]([NH:12][C@@H:13]([CH2:25][CH2:26][CH2:27][NH:28][C:29]([O:31][CH2:32][C:33]1[CH:38]=[CH:37][CH:36]=[CH:35][CH:34]=1)=[O:30])[C:14]([NH:16][CH2:17][CH2:18][CH2:19][CH2:20][CH2:21][C:22]([OH:24])=[O:23])=[O:15])=[O:11].[OH-].[Na+:40]. The catalyst class is: 5.